From a dataset of Reaction yield outcomes from USPTO patents with 853,638 reactions. Predict the reaction yield, written as a fraction of the theoretical maximum amount of product (1.0 means a 100% yield; for example, 0.34 means a 34% yield). (1) The reactants are [NH2:1]/[C:2](/[CH3:6])=[CH:3]\[C:4]#[N:5].CCN(CC)CC.[CH2:14]([N:21]1[CH2:26][CH2:25][C:24](=O)[CH2:23][CH2:22]1)[C:15]1[CH:20]=[CH:19][CH:18]=[CH:17][CH:16]=1. The catalyst is C(Cl)Cl.Cl[Ti](Cl)(Cl)Cl. The product is [NH2:1]/[C:2](/[CH3:6])=[C:3](\[C:24]1[CH2:25][CH2:26][N:21]([CH2:14][C:15]2[CH:20]=[CH:19][CH:18]=[CH:17][CH:16]=2)[CH2:22][CH:23]=1)/[C:4]#[N:5]. The yield is 0.700. (2) The reactants are CS(OS(C)(=O)=O)(=O)=O.[C:10]([C:14]1[CH:15]=[C:16]([NH:20][C:21]([NH:23][CH2:24][C:25]2[CH:30]=[CH:29][CH:28]=[CH:27][C:26]=2[NH:31][C:32]2[CH:33]=[C:34]3[C:38](=[CH:39][CH:40]=2)[N:37]([CH2:41][CH2:42][CH2:43]O)[N:36]=[CH:35]3)=O)[N:17]([CH3:19])[N:18]=1)([CH3:13])([CH3:12])[CH3:11].[CH:45]([N:48](C(C)C)CC)([CH3:47])[CH3:46].C(N)(C)C.CC#N.[OH2:61]. No catalyst specified. The product is [C:10]([C:14]1[CH:15]=[C:16]([NH:20][C:21]([NH:23][CH2:24][C:25]2[CH:30]=[CH:29][CH:28]=[CH:27][C:26]=2[NH:31][C:32]2[CH:33]=[C:34]3[C:38](=[CH:39][CH:40]=2)[N:37]([CH2:41][CH2:42][CH2:43][NH:48][CH:45]([CH3:47])[CH3:46])[N:36]=[CH:35]3)=[O:61])[N:17]([CH3:19])[N:18]=1)([CH3:13])([CH3:12])[CH3:11]. The yield is 0.200.